From a dataset of Experimentally validated miRNA-target interactions with 360,000+ pairs, plus equal number of negative samples. Binary Classification. Given a miRNA mature sequence and a target amino acid sequence, predict their likelihood of interaction. (1) The miRNA is mmu-miR-693-5p with sequence CAGCCACAUCCGAAAGUUUUC. The protein sequence of the target gene is MMCSSLEQALAVLVTTFHKYSCQEGDKFKLSKGEMKELLHKELPSFVGEKVDEEGLKKLMGSLDENSDQQVDFQEYAVFLALITVMCNDFFQGCPDRP. Result: 0 (no interaction). (2) The miRNA is mmu-miR-1a-3p with sequence UGGAAUGUAAAGAAGUAUGUAU. The protein sequence of the target gene is MTLLGSEHSLLIRRKFRSVLQLRLQQRRTQEQLANQGLIPPLKGPTEFHDPRKQLDSAKTEDSLRRKGRNRSDRASLVTMHILQASTAERSIPTAQMKLKRARLADDLNEKIALRPGPLELVEKNILPMDSSVKEAIKGTEVSLSKAADAFAFEDDSSRDGLSPDQARSEDPQGSTGSTPDIKSTEAPLDTIQDLTPGSESDKNDAASQPGNQSDPGKQVLGPLSTPIPVHTAVKSKSLGDSKNRHKKPKDPKPKVKKLKYHQYIPPDQKAEKSPPPMDSAYARLLQQQQLFLQLQILSQ.... Result: 1 (interaction). (3) The miRNA is hsa-miR-212-5p with sequence ACCUUGGCUCUAGACUGCUUACU. The protein sequence of the target gene is MAETLEFNDVYQEVKGSMNDGRLRLSRQGIIFKNSKTGKVDNIQAGELTEGIWRRVALGHGLKLLTKNGHVYKYDGFRESEFEKLSDFFKTHYRLELMEKDLCVKGWNWGTVKFGGQLLSFDIGDQPVFEIPLSNVSQCTTGKNEVTLEFHQNDDAEVSLMEVRFYVPPTQEDGVDPVEAFAQNVLSKADVIQATGDAICIFRELQCLTPRGRYDIRIYPTFLHLHGKTFDYKIPYTTVLRLFLLPHKDQRQMFFVISLDPPIKQGQTRYHFLILLFSKDEDISLTLNMNEEEVEKRFEG.... Result: 1 (interaction). (4) The miRNA is mmu-miR-759 with sequence GCAGAGUGCAAACAAUUUUGAC. The protein sequence of the target gene is MAVQISKKRKFVADGIFKAELNEFLTRELAEDGYSGVEVRVTPTRTEIIILATRTQNVLGEKGRRIRELTAVVQKRFGFPEGSVELYAEKVATRGLCAIAQAESLRYKLLGGLAVRRACYGVLRFIMESGAKGCEVVVSGKLRGQRAKSMKFVDGLMIHSGDPVNYYVDTAVRHVLLRQGVLGIKVKIMLPWDPSGKIGPKKPLPDHVSIVEPKDEILPTTPISEQKGGKPEPPAMPQPVPTA. Result: 1 (interaction). (5) The miRNA is hsa-miR-29a-3p with sequence UAGCACCAUCUGAAAUCGGUUA. The protein sequence of the target gene is MREKGRRKKGRTWAEAAKTVLEKYPNTPMSHKEILQVIQREGLKEIRSGTSPLACLNAMLHTNSRGEEGIFYKVPGRMGVYTLKKDVPDGVKELSEGSEESSDGQSDSQSSENSSSSSDGGSNKEGKKSRWKRKVSSSSPQSGCPSPTIPAGKVISPSQKHSKKALKQALKQQQQKKQQQQCRPSISISSNQHLSLKTVKAASDSVPAKPATWEGKQSDGQTGSPQNSNSSFSSSVKVENTLLGLGKKSFQRSERLHTRQMKRTKCADIDVETPDSILVNTNLRALINKHTFSVLPGDCQ.... Result: 1 (interaction). (6) The miRNA is hsa-miR-92b-3p with sequence UAUUGCACUCGUCCCGGCCUCC. The protein sequence of the target gene is MEPLSHRGLPRLSWIDTLYSNFSYGTDEYDGEGNEEQKGPPEGSETMPYIDESPTMSPQLSARSQGGGDGVSPTPPEGLAPGVEAGKGLEMRKLVLSGFLASEEIYINQLEALLLPMKPLKATATTSQPVLTIQQIETIFYKIQDIYEIHKEFYDNLCPKVQQWDSQVTMGHLFQKLASQLGVYKAFVDNYKVALETAEKCSQSNNQFQKISEELKVKGPKDSKDSHTSVTMEALLYKPIDRVTRSTLVLHDLLKHTPVDHPDYPLLQDALRISQNFLSSINEDIDPRRTAVTTPKGETR.... Result: 1 (interaction). (7) The miRNA is hsa-miR-4757-5p with sequence AGGCCUCUGUGACGUCACGGUGU. The protein sequence of the target gene is MLSAASRVVSRAAVHCALRSPPPEARALAMSRPPPPRVASVLGTMEMGRRMDAPASAAAVRAFLERGHTELDTAFMYSDGQSETILGGLGLGLGGGDCRVKIATKANPWDGKSLKPDSVRSQLETSLKRLQCPQVDLFYLHAPDHGTPVEETLHACQRLHQEGKFVELGLSNYASWEVAEICTLCKSNGWILPTVYQGMYNATTRQVETELFPCLRHFGLRFYAYNPLAGGLLTGKYKYEDKDGKQPVGRFFGNSWAETYRNRFWKEHHFEAIALVEKALQAAYGASAPSVTSAALRWMY.... Result: 1 (interaction). (8) The miRNA is hsa-miR-5580-5p with sequence UGCUGGCUCAUUUCAUAUGUGU. The protein sequence of the target gene is MCRIAGAPRTLLPLLAALLQASVEASGEIALCKTGFPEDVYSAVLPKDVHEGQPLLNVKFSNCNRKRKVQYESSEPADFKVDEDGTVYAVRSFPLTAEQAKFLIYAQDKETQEKWQVAVNLSREPTLTEEPMKEPHEIEEIVFPRQLAKHSGALQRQKRDWVIPPINLPENSRGPFPQELVRIRSDRDKNLSLRYSVTGPGADQPPTGIFIINPISGQLSVTKPLDRELIARFHLRAHAVDINGNQVENPIDIVINVIDMNDNRPEFLHQVWNGSVPEGSKPGTYVMTVTAIDADDPNAL.... Result: 0 (no interaction).